Dataset: hERG Central: cardiac toxicity at 1µM, 10µM, and general inhibition. Task: Predict hERG channel inhibition at various concentrations. (1) The molecule is CCN(CC)CCCn1c2c(c(SCC(=O)Nc3nc4ccccc4s3)nc1=O)CCC2. Results: hERG_inhib (hERG inhibition (general)): blocker. (2) The drug is Cl.Clc1ccc(OCCCCN2CCc3ccccc3C2)cc1. Results: hERG_inhib (hERG inhibition (general)): blocker. (3) The compound is Cc1cc(C)cc(N/C(N)=N/c2nc(C)cc(C)n2)c1. Results: hERG_inhib (hERG inhibition (general)): blocker. (4) Results: hERG_inhib (hERG inhibition (general)): blocker. The drug is CCN1CCN(c2cc(C)c3cc(NC(=S)N4CCCC(C)C4)ccc3n2)CC1.